From a dataset of Forward reaction prediction with 1.9M reactions from USPTO patents (1976-2016). Predict the product of the given reaction. (1) Given the reactants [C:1]([C:7]1[CH:8]=[CH:9][CH:10]=[CH:11][CH:12]=1)#[C:2][CH2:3][CH2:4][CH2:5][CH3:6].C1COCC1.[F:18][C:19]1[CH:20]=[C:21]([CH:27]=[CH:28][C:29]=1I)[C:22]([O:24][CH2:25][CH3:26])=[O:23], predict the reaction product. The product is: [F:18][C:19]1[CH:20]=[C:21]([CH:27]=[CH:28][C:29]=1[C:6]#[C:5][CH2:4][CH2:3][CH2:2][CH2:1][C:7]1[CH:12]=[CH:11][CH:10]=[CH:9][CH:8]=1)[C:22]([O:24][CH2:25][CH3:26])=[O:23]. (2) The product is: [CH3:41][C:37]1[CH:36]=[C:35]([C:31]2[CH:30]=[C:29]([C:27]3[CH2:26][C:25](=[O:42])[NH:24][C:9]4[CH:10]=[C:11]([C:20]([F:23])([F:22])[F:21])[C:12]([O:45][CH2:44][C:46]([F:49])([F:48])[F:47])=[CH:13][C:8]=4[N:7]=3)[CH:34]=[CH:33][CH:32]=2)[CH:40]=[CH:39][N:38]=1. Given the reactants C(OC(=O)[NH:7][C:8]1[CH:13]=[C:12](OCC(F)(F)F)[C:11]([C:20]([F:23])([F:22])[F:21])=[CH:10][C:9]=1[NH:24][C:25](=[O:42])[CH2:26][C:27]([C:29]1[CH:34]=[CH:33][CH:32]=[C:31]([C:35]2[CH:40]=[CH:39][N:38]=[C:37]([CH3:41])[CH:36]=2)[CH:30]=1)=O)(C)(C)C.[C:44](O)([C:46]([F:49])([F:48])[F:47])=[O:45], predict the reaction product. (3) Given the reactants [Cl:1][C:2]1[CH:7]=[CH:6][CH:5]=[C:4]([Cl:8])[C:3]=1[C:9]1[C:13]([CH2:14][O:15][C:16]2[CH:17]=[C:18]3[C:22](=[CH:23][CH:24]=2)[N:21]([CH2:25][C:26]2[O:27][CH:28]=[C:29]([C:31]([O:33]C)=[O:32])[N:30]=2)[CH:20]=[CH:19]3)=[C:12]([CH:35]([CH3:37])[CH3:36])[O:11][N:10]=1.[OH-].[Na+], predict the reaction product. The product is: [Cl:8][C:4]1[CH:5]=[CH:6][CH:7]=[C:2]([Cl:1])[C:3]=1[C:9]1[C:13]([CH2:14][O:15][C:16]2[CH:17]=[C:18]3[C:22](=[CH:23][CH:24]=2)[N:21]([CH2:25][C:26]2[O:27][CH:28]=[C:29]([C:31]([OH:33])=[O:32])[N:30]=2)[CH:20]=[CH:19]3)=[C:12]([CH:35]([CH3:37])[CH3:36])[O:11][N:10]=1. (4) Given the reactants [C:1]12([C:8]3[C:9]([O:13][C:14]4[N:19]=[CH:18][C:17]([NH:20][C:21](=[O:27])[C@@:22]([CH3:26])([CH2:24][CH3:25])[NH2:23])=[CH:16][CH:15]=4)=[CH:10][CH:11]=[CH:12][C:7]=3[CH2:6][O:5][CH2:4]1)[CH2:3][CH2:2]2.Cl[C:29](Cl)([O:31]C(=O)OC(Cl)(Cl)Cl)Cl, predict the reaction product. The product is: [CH2:24]([C@@:22]1([CH3:26])[NH:23][C:29](=[O:31])[N:20]([C:17]2[CH:18]=[N:19][C:14]([O:13][C:9]3[C:8]4[C:1]5([CH2:4][O:5][CH2:6][C:7]=4[CH:12]=[CH:11][CH:10]=3)[CH2:2][CH2:3]5)=[CH:15][CH:16]=2)[C:21]1=[O:27])[CH3:25]. (5) The product is: [OH:17][CH2:14][CH:13]1[CH2:11][O:10][C:5]2[CH:4]=[CH:3][C:2]([Br:1])=[CH:9][C:6]=2[O:15]1. Given the reactants [Br:1][C:2]1[CH:9]=[C:6](C=O)[C:5]([OH:10])=[CH:4][CH:3]=1.[CH2:11]([CH:13]1[O:15][CH2:14]1)Cl.C([O-])([O-])=[O:17].[K+].[K+].O, predict the reaction product. (6) Given the reactants [F:1][C:2]1[CH:7]=[CH:6][C:5]([CH2:8][C:9](O)=[O:10])=[C:4]([N+:12]([O-])=O)[CH:3]=1.[H][H], predict the reaction product. The product is: [F:1][C:2]1[CH:3]=[C:4]2[C:5]([CH2:8][C:9](=[O:10])[NH:12]2)=[CH:6][CH:7]=1. (7) Given the reactants [C:1](P(C(C)(C)C)C(C)(C)C)(C)([CH3:3])[CH3:2].[CH:14]([NH:17][CH:18]([CH3:20])C)([CH3:16])C.[C:21]([O:24][C@@H:25]1[C@@H:42]([O:43][C:44](=[O:46])[CH3:45])[C@H:41]([O:47][C:48](=[O:50])[CH3:49])[C@@H:40]([CH2:51][O:52][C:53](=[O:55])[CH3:54])[O:39][CH:26]1[O:27][CH2:28][CH2:29][O:30][C:31]1[C:36](Br)=[CH:35][CH:34]=[CH:33][C:32]=1Br)(=[O:23])[CH3:22].Cl.[C:57]([C:59]1[CH:64]=[CH:63][N:62]=[CH:61][CH:60]=1)#[CH:58], predict the reaction product. The product is: [C:21]([O:24][C@@H:25]1[C@@H:42]([O:43][C:44](=[O:46])[CH3:45])[C@H:41]([O:47][C:48](=[O:50])[CH3:49])[C@@H:40]([CH2:51][O:52][C:53](=[O:55])[CH3:54])[O:39][CH:26]1[O:27][CH2:28][CH2:29][O:30][C:31]1[C:36]([C:58]#[C:57][C:59]2[CH:64]=[CH:63][N:62]=[CH:61][CH:60]=2)=[CH:35][CH:34]=[CH:33][C:32]=1[C:2]#[C:1][C:3]1[CH:16]=[CH:14][N:17]=[CH:18][CH:20]=1)(=[O:23])[CH3:22]. (8) The product is: [N+:1]([CH2:4][C@@H:5]([CH:17]([C:16]([O:23][CH3:24])=[O:22])[C:18]([O:20][CH3:21])=[O:19])[C:6]1[CH:11]=[CH:10][CH:9]=[CH:8][C:7]=1[C:12]([F:13])([F:14])[F:15])([O-:3])=[O:2]. Given the reactants [N+:1](/[CH:4]=[CH:5]/[C:6]1[CH:11]=[CH:10][CH:9]=[CH:8][C:7]=1[C:12]([F:15])([F:14])[F:13])([O-:3])=[O:2].[C:16]([O:23][CH3:24])(=[O:22])[CH2:17][C:18]([O:20][CH3:21])=[O:19].FC(F)(F)C1C=C(NC(N[C@H]2CCCC[C@@H]2N(C)C)=S)C=C(C(F)(F)F)C=1, predict the reaction product. (9) Given the reactants [H-].[Na+].[CH3:3][O:4][C:5]1[CH:14]=[C:13]2[C:8]([CH2:9][CH2:10][CH:11]([C:16]([O:18][CH3:19])=[O:17])[C:12]2=[O:15])=[CH:7][CH:6]=1.[CH3:20]I, predict the reaction product. The product is: [CH3:3][O:4][C:5]1[CH:14]=[C:13]2[C:8]([CH2:9][CH2:10][C:11]([CH3:20])([C:16]([O:18][CH3:19])=[O:17])[C:12]2=[O:15])=[CH:7][CH:6]=1. (10) Given the reactants [Cl:1][C:2]1[CH:3]=[CH:4][C:5]([O:36][CH:37]([F:39])[F:38])=[C:6]([C:8]2[C:12]([NH:13][C:14]([C:16]3[CH:17]=[N:18][N:19]4[CH:24]=[CH:23][CH:22]=[N:21][C:20]=34)=[O:15])=[CH:11][N:10]([CH2:25][C:26]([N:28]3[CH2:35][C@@H:34]4[C@@H:30]([CH2:31][NH:32][CH2:33]4)[CH2:29]3)=[O:27])[N:9]=2)[CH:7]=1.C(=O)([O-])[O-].[K+].[K+].Br[CH2:47][CH3:48], predict the reaction product. The product is: [ClH:1].[Cl:1][C:2]1[CH:3]=[CH:4][C:5]([O:36][CH:37]([F:39])[F:38])=[C:6]([C:8]2[C:12]([NH:13][C:14]([C:16]3[CH:17]=[N:18][N:19]4[CH:24]=[CH:23][CH:22]=[N:21][C:20]=34)=[O:15])=[CH:11][N:10]([CH2:25][C:26]([N:28]3[CH2:29][C@@H:30]4[C@@H:34]([CH2:33][N:32]([CH2:47][CH3:48])[CH2:31]4)[CH2:35]3)=[O:27])[N:9]=2)[CH:7]=1.